From a dataset of Reaction yield outcomes from USPTO patents with 853,638 reactions. Predict the reaction yield, written as a fraction of the theoretical maximum amount of product (1.0 means a 100% yield; for example, 0.34 means a 34% yield). (1) The reactants are [S:1]1[C:5]2[CH:6]=[CH:7][CH:8]=[CH:9][C:4]=2[N:3]=[C:2]1[C:10]([NH:12][NH2:13])=[O:11].Cl.[N:15]([O-])=O.[Na+]. The catalyst is O. The product is [S:1]1[C:5]2[CH:6]=[CH:7][CH:8]=[CH:9][C:4]=2[N:3]=[C:2]1[C:10]([N:12]=[N+:13]=[N-:15])=[O:11]. The yield is 0.920. (2) The reactants are [CH2:1]([O:8][CH2:9][CH:10]=[CH:11][CH:12]=[O:13])[C:2]1[CH:7]=[CH:6][CH:5]=[CH:4][CH:3]=1.[CH3:14][N:15]1[C:23]2[C:18](=[CH:19][CH:20]=[CH:21][CH:22]=2)[CH:17]=[CH:16]1.C(O)(C(F)(F)F)=O.C([C@@H]1N[C@H](C(C)(C)C)N(C)C1=O)C1C=CC=CC=1. The catalyst is C(Cl)Cl.C(O)(C)C. The product is [CH2:1]([O:8][CH2:9][C@@H:10]([C:17]1[C:18]2[C:23](=[CH:22][CH:21]=[CH:20][CH:19]=2)[N:15]([CH3:14])[CH:16]=1)[CH2:11][CH:12]=[O:13])[C:2]1[CH:7]=[CH:6][CH:5]=[CH:4][CH:3]=1. The yield is 0.840. (3) The reactants are [N+:1]([C:4]1[CH:15]=[CH:14][C:7]2[O:8][CH:9]([CH2:12][OH:13])[CH2:10][O:11][C:6]=2[CH:5]=1)([O-:3])=[O:2].[H-].[Na+].Cl[CH2:19][CH:20]1[CH2:22][CH2:21]1. The catalyst is CCCC[N+](CCCC)(CCCC)CCCC.[Br-].CN(C=O)C. The product is [CH:20]1([CH2:19][O:13][CH2:12][CH:9]2[O:8][C:7]3[CH:14]=[CH:15][C:4]([N+:1]([O-:3])=[O:2])=[CH:5][C:6]=3[O:11][CH2:10]2)[CH2:22][CH2:21]1. The yield is 0.500. (4) The reactants are [CH2:1]([C:5]1[N:9]([CH2:10][C:11]2[CH:16]=[CH:15][C:14]([C:17]3[C:18]([C:23]#[N:24])=[CH:19][CH:20]=[CH:21][CH:22]=3)=[CH:13][CH:12]=2)[C:8](=[O:25])[NH:7][N:6]=1)[CH2:2][CH2:3][CH3:4].[CH3:26][C:27]1([CH3:39])[CH2:31][C:30]2[CH:32]=[C:33](B(O)O)[CH:34]=[CH:35][C:29]=2[O:28]1.N1C=CC=CC=1.C(N(CC)CC)C. The catalyst is C(OCC)(=O)C.C([O-])(=O)C.[Cu+2].C([O-])(=O)C.ClCCl. The product is [CH2:1]([C:5]1[N:9]([CH2:10][C:11]2[CH:16]=[CH:15][C:14]([C:17]3[C:18]([C:23]#[N:24])=[CH:19][CH:20]=[CH:21][CH:22]=3)=[CH:13][CH:12]=2)[C:8](=[O:25])[N:7]([C:33]2[CH:34]=[CH:35][C:29]3[O:28][C:27]([CH3:26])([CH3:39])[CH2:31][C:30]=3[CH:32]=2)[N:6]=1)[CH2:2][CH2:3][CH3:4]. The yield is 1.00. (5) The reactants are [Cl:1][C:2]1[CH:7]=[CH:6][C:5]([CH2:8][C:9]#[N:10])=[C:4]([F:11])[CH:3]=1.[Cl:12][C:13]1[CH:14]=[C:15]([CH:18]=[CH:19][CH:20]=1)[CH:16]=O.C[O-].[Na+]. The catalyst is CO. The product is [Cl:1][C:2]1[CH:7]=[CH:6][C:5](/[C:8](=[CH:16]/[C:15]2[CH:18]=[CH:19][CH:20]=[C:13]([Cl:12])[CH:14]=2)/[C:9]#[N:10])=[C:4]([F:11])[CH:3]=1. The yield is 0.840. (6) The product is [NH2:1][C:2]1[N:7]=[C:6]([CH3:8])[C:5]([CH2:9][NH:10][C:11]([C:12]2[CH:17]=[CH:16][N:15]=[C:14]([CH2:18][C:19]3[CH:20]=[C:21]4[C:26](=[C:27]([C:29]([NH2:30])=[O:35])[CH:28]=3)[N:25]=[CH:24][C:23]([CH3:31])=[CH:22]4)[CH:13]=2)=[O:32])=[C:4]([CH3:33])[CH:3]=1. The yield is 0.0480. The catalyst is CS(C)=O.O. The reactants are [NH2:1][C:2]1[N:7]=[C:6]([CH3:8])[C:5]([CH2:9][NH:10][C:11](=[O:32])[C:12]2[CH:17]=[CH:16][N:15]=[C:14]([CH2:18][C:19]3[CH:20]=[C:21]4[C:26](=[C:27]([C:29]#[N:30])[CH:28]=3)[N:25]=[CH:24][C:23]([CH3:31])=[CH:22]4)[CH:13]=2)=[C:4]([CH3:33])[CH:3]=1.C([O-])([O-])=[O:35].[K+].[K+].OO.CCOC(C)=O. (7) The reactants are [Br:1][C:2]1[CH:7]=[CH:6][CH:5]=[CH:4][C:3]=1[S:8]([N:11]1[CH2:16][CH2:15][CH:14]([C:17]2[N:18]=[CH:19][N:20](S(C3C=CC=CC=3Br)(=O)=O)[CH:21]=2)[CH2:13][CH2:12]1)(=[O:10])=[O:9].CS(C)=O.[Li+].[OH-]. The catalyst is CCOC(C)=O. The product is [Br:1][C:2]1[CH:7]=[CH:6][CH:5]=[CH:4][C:3]=1[S:8]([N:11]1[CH2:12][CH2:13][CH:14]([C:17]2[N:18]=[CH:19][NH:20][CH:21]=2)[CH2:15][CH2:16]1)(=[O:10])=[O:9]. The yield is 0.940. (8) The reactants are [CH3:1][O:2][C:3]([C:5]1[CH:10]=[CH:9][C:8]([CH3:11])=[C:7]([S:12]([OH:15])(=[O:14])=O)[N:6]=1)=[O:4].S(Cl)(Cl)=O.[NH:20]1[CH2:25][CH2:24][CH2:23][CH2:22][CH2:21]1. The catalyst is CN(C=O)C.C(Cl)Cl. The product is [CH3:1][O:2][C:3]([C:5]1[CH:10]=[CH:9][C:8]([CH3:11])=[C:7]([S:12]([N:20]2[CH2:25][CH2:24][CH2:23][CH2:22][CH2:21]2)(=[O:14])=[O:15])[N:6]=1)=[O:4]. The yield is 0.120. (9) The reactants are [C:1]([C:4]1[CH:13]=[CH:12][C:7]2[NH:8][C:9](=[O:11])[NH:10][C:6]=2[CH:5]=1)(=[O:3])[CH3:2].Cl[C:15]([O:17][CH2:18][CH:19]=[CH2:20])=[O:16].S([O-])(O)(=O)=O.[K+]. The catalyst is CN(C=O)C. The product is [C:1]([C:4]1[CH:13]=[CH:12][C:7]2[N:8]([C:15]([O:17][CH2:18][CH:19]=[CH2:20])=[O:16])[C:9](=[O:11])[N:10]([C:15]([O:17][CH2:18][CH:19]=[CH2:20])=[O:16])[C:6]=2[CH:5]=1)(=[O:3])[CH3:2]. The yield is 0.830.